Predict the reaction yield, written as a fraction of the theoretical maximum amount of product (1.0 means a 100% yield; for example, 0.34 means a 34% yield). From a dataset of Reaction yield outcomes from USPTO patents with 853,638 reactions. (1) The reactants are [NH2:1][C@H:2]1[C:11]2[C:6](=[CH:7][CH:8]=[CH:9][CH:10]=2)[N:5]([C:12]([C:14]2[CH:19]=[CH:18][C:17]([F:20])=[CH:16][CH:15]=2)=[O:13])[C@@H:4]([CH3:21])[CH2:3]1.[Cl:22][C:23]1[CH:28]=[CH:27][C:26](B(O)O)=[CH:25][CH:24]=1.N1C=CC=CC=1.[C:38](OCC)(=[O:40])[CH3:39]. The catalyst is CN(C=O)C.C([O-])(=O)C.[Cu+2].C([O-])(=O)C. The product is [Cl:22][C:23]1[CH:28]=[CH:27][C:26]([N:1]([C@H:2]2[C:11]3[C:6](=[CH:7][CH:8]=[CH:9][CH:10]=3)[N:5]([C:12](=[O:13])[C:14]3[CH:15]=[CH:16][C:17]([F:20])=[CH:18][CH:19]=3)[C@@H:4]([CH3:21])[CH2:3]2)[C:38](=[O:40])[CH3:39])=[CH:25][CH:24]=1. The yield is 0.180. (2) The reactants are [CH2:1]([NH:8][C:9]1[C:18]([CH:19]=[O:20])=[CH:17][C:16]2[C:11](=[CH:12][CH:13]=[C:14]([O:21][CH3:22])[CH:15]=2)[N:10]=1)[C:2]1[CH:7]=[CH:6][CH:5]=[CH:4][CH:3]=1. The catalyst is C1COCC1. The product is [CH2:1]([NH:8][C:9]1[C:18]([CH2:19][OH:20])=[CH:17][C:16]2[C:11](=[CH:12][CH:13]=[C:14]([O:21][CH3:22])[CH:15]=2)[N:10]=1)[C:2]1[CH:3]=[CH:4][CH:5]=[CH:6][CH:7]=1. The yield is 0.980. (3) The reactants are [CH3:1][O:2][CH2:3][CH2:4][NH2:5].O=[C:7]1[CH2:10][N:9]([C:11]([O:13][C:14]([CH3:17])([CH3:16])[CH3:15])=[O:12])[CH2:8]1.CC(O)=O. The catalyst is [Pd].CO. The product is [CH3:1][O:2][CH2:3][CH2:4][NH:5][CH:7]1[CH2:8][N:9]([C:11]([O:13][C:14]([CH3:17])([CH3:16])[CH3:15])=[O:12])[CH2:10]1. The yield is 0.480.